From a dataset of Full USPTO retrosynthesis dataset with 1.9M reactions from patents (1976-2016). Predict the reactants needed to synthesize the given product. (1) Given the product [C:34]([NH:46][C:19]([OH:21])=[O:20])([OH:36])=[O:33].[C:40]([O:39][C:37]([NH:1][C:2]1[C:3]([C:15]2[CH:27]=[CH:26][C:18]([C:19]([O-:21])=[O:20])=[C:17]([F:28])[CH:16]=2)=[N:4][C:5]([CH:8]2[CH2:13][CH2:12][C:11](=[O:14])[CH2:10][CH2:9]2)=[CH:6][N:7]=1)=[O:38])([CH3:41])([CH3:42])[CH3:43], predict the reactants needed to synthesize it. The reactants are: [NH2:1][C:2]1[C:3]([C:15]2[CH:27]=[CH:26][C:18]([C:19]([O:21]C(C)(C)C)=[O:20])=[C:17]([F:28])[CH:16]=2)=[N:4][C:5]([CH:8]2[CH2:13][CH2:12][C:11](=[O:14])[CH2:10][CH2:9]2)=[CH:6][N:7]=1.CC([O:33][C:34]([O:36][C:37]([O:39][C:40]([CH3:43])([CH3:42])[CH3:41])=[O:38])=O)(C)C.C(#[N:46])C. (2) Given the product [Br:1][C:2]1[C:3]2[O:9][CH:21]([CH2:20][OH:23])[CH2:22][C:4]=2[CH:5]=[C:6]([CH3:8])[CH:7]=1, predict the reactants needed to synthesize it. The reactants are: [Br:1][C:2]1[CH:7]=[C:6]([CH3:8])[CH:5]=[CH:4][C:3]=1[OH:9].C(=O)([O-])[O-].[K+].[K+].C(Br)C=C.[CH2:20]([O:23]CC=C)[CH:21]=[CH2:22].C(C1C(C(F)(F)F)=CC=C(Cl)C=1O)C=C.C(C1C=C(C)C=C(Br)C=1O)C=C.ClC1C=C(C=CC=1)C(OO)=O.ClC1C2OC(CO)CC=2C(C(F)(F)F)=CC=1. (3) Given the product [CH3:1][S:2][C:5]1[CH:14]=[C:13]([C:15]([F:18])([F:17])[F:16])[CH:12]=[CH:11][C:6]=1[C:7]([O:9][CH3:10])=[O:8], predict the reactants needed to synthesize it. The reactants are: [CH3:1][S-:2].[Na+].Cl[C:5]1[CH:14]=[C:13]([C:15]([F:18])([F:17])[F:16])[CH:12]=[CH:11][C:6]=1[C:7]([O:9][CH3:10])=[O:8]. (4) Given the product [Cl:1][CH2:2][CH:3]1[S:5][CH:3]([CH2:2][Cl:1])[S:5][CH:3]([CH2:2][Cl:1])[S:5]1, predict the reactants needed to synthesize it. The reactants are: [Cl:1][CH2:2][CH:3]=O.[SH2:5]. (5) Given the product [Cl:1][C:2]1[CH:3]=[C:4]([CH:24]=[CH:25][C:26]=1[F:27])[CH2:5][N:6]1[CH2:15][CH2:14][C:13]2[C:8](=[C:9]([OH:22])[C:10](=[O:21])[N:11]3[CH2:37][CH2:36][CH2:35][CH2:34][O:17][C:16](=[O:29])[C:12]3=2)[C:7]1=[O:23], predict the reactants needed to synthesize it. The reactants are: [Cl:1][C:2]1[CH:3]=[C:4]([CH:24]=[CH:25][C:26]=1[F:27])[CH2:5][N:6]1[CH2:15][CH2:14][C:13]2[C:12]([C:16](N(C)C)=[O:17])=[N:11][C:10]([OH:21])=[C:9]([OH:22])[C:8]=2[C:7]1=[O:23].C[O-:29].[Mg+2].C[O-].Br[CH2:34][CH2:35][CH2:36][CH2:37]Cl.Cl. (6) Given the product [Cl:1][C:2]1[CH:3]=[C:4]([N:17]2[C:22](=[O:23])[NH:21][C:20](=[O:24])[CH:19]=[N:18]2)[CH:5]=[CH:6][C:7]=1[CH:8]([C:9]1[CH:14]=[CH:13][C:12]([Cl:15])=[CH:11][CH:10]=1)[N:29]1[CH2:30][CH2:31][N:26]([CH3:25])[CH2:27][CH2:28]1, predict the reactants needed to synthesize it. The reactants are: [Cl:1][C:2]1[CH:3]=[C:4]([N:17]2[C:22](=[O:23])[NH:21][C:20](=[O:24])[CH:19]=[N:18]2)[CH:5]=[CH:6][C:7]=1[CH:8](Cl)[C:9]1[CH:14]=[CH:13][C:12]([Cl:15])=[CH:11][CH:10]=1.[CH3:25][N:26]1[CH2:31][CH2:30][NH:29][CH2:28][CH2:27]1. (7) Given the product [C:35]([C:37]1[C:38]2[CH2:48][CH2:47][CH2:46][C:39]=2[N:40]([CH2:42][C:43]([NH:8][C@H:9]([C:19]2[C:24]([C:25]3[CH:26]=[CH:27][C:28]([F:34])=[C:29]([CH:33]=3)[C:30]([NH2:32])=[O:31])=[CH:23][CH:22]=[CH:21][N:20]=2)[CH2:10][C:11]2[CH:12]=[C:13]([F:18])[CH:14]=[C:15]([F:17])[CH:16]=2)=[O:44])[N:41]=1)#[N:36], predict the reactants needed to synthesize it. The reactants are: FC(F)(F)C(O)=O.[NH2:8][C@H:9]([C:19]1[C:24]([C:25]2[CH:26]=[CH:27][C:28]([F:34])=[C:29]([CH:33]=2)[C:30]([NH2:32])=[O:31])=[CH:23][CH:22]=[CH:21][N:20]=1)[CH2:10][C:11]1[CH:16]=[C:15]([F:17])[CH:14]=[C:13]([F:18])[CH:12]=1.[C:35]([C:37]1[C:38]2[CH2:48][CH2:47][CH2:46][C:39]=2[N:40]([CH2:42][C:43](O)=[O:44])[N:41]=1)#[N:36]. (8) The reactants are: [C:1]([O:5][C:6]([NH:8][CH:9]([C@@H:16]1[CH2:20][CH2:19][N:18]([C@@H](C2C=CC=CC=2)C)[CH2:17]1)[C:10]1[CH:15]=[CH:14][CH:13]=[CH:12][CH:11]=1)=[O:7])([CH3:4])([CH3:3])[CH3:2]. Given the product [C:1]([O:5][C:6]([NH:8][CH:9]([C@@H:16]1[CH2:20][CH2:19][NH:18][CH2:17]1)[C:10]1[CH:11]=[CH:12][CH:13]=[CH:14][CH:15]=1)=[O:7])([CH3:4])([CH3:2])[CH3:3], predict the reactants needed to synthesize it.